Dataset: NCI-60 drug combinations with 297,098 pairs across 59 cell lines. Task: Regression. Given two drug SMILES strings and cell line genomic features, predict the synergy score measuring deviation from expected non-interaction effect. (1) Drug 1: CC1=CC=C(C=C1)C2=CC(=NN2C3=CC=C(C=C3)S(=O)(=O)N)C(F)(F)F. Drug 2: CS(=O)(=O)CCNCC1=CC=C(O1)C2=CC3=C(C=C2)N=CN=C3NC4=CC(=C(C=C4)OCC5=CC(=CC=C5)F)Cl. Cell line: SNB-75. Synergy scores: CSS=1.42, Synergy_ZIP=-0.406, Synergy_Bliss=-1.35, Synergy_Loewe=-5.65, Synergy_HSA=-4.19. (2) Drug 1: CC1=C(C(CCC1)(C)C)C=CC(=CC=CC(=CC(=O)O)C)C. Drug 2: CN(CCCl)CCCl.Cl. Cell line: MCF7. Synergy scores: CSS=31.5, Synergy_ZIP=-9.21, Synergy_Bliss=-2.49, Synergy_Loewe=1.68, Synergy_HSA=2.49. (3) Drug 1: CN(C)C1=NC(=NC(=N1)N(C)C)N(C)C. Drug 2: C1CN(P(=O)(OC1)NCCCl)CCCl. Cell line: NCIH23. Synergy scores: CSS=-1.46, Synergy_ZIP=0.172, Synergy_Bliss=-1.18, Synergy_Loewe=-2.64, Synergy_HSA=-2.28. (4) Drug 1: CCC1=CC2CC(C3=C(CN(C2)C1)C4=CC=CC=C4N3)(C5=C(C=C6C(=C5)C78CCN9C7C(C=CC9)(C(C(C8N6C)(C(=O)OC)O)OC(=O)C)CC)OC)C(=O)OC.C(C(C(=O)O)O)(C(=O)O)O. Drug 2: CN(C)N=NC1=C(NC=N1)C(=O)N. Cell line: HCC-2998. Synergy scores: CSS=42.9, Synergy_ZIP=-4.30, Synergy_Bliss=-11.8, Synergy_Loewe=-52.8, Synergy_HSA=-11.6. (5) Drug 1: COC1=CC(=CC(=C1O)OC)C2C3C(COC3=O)C(C4=CC5=C(C=C24)OCO5)OC6C(C(C7C(O6)COC(O7)C8=CC=CS8)O)O. Drug 2: C1=NC2=C(N1)C(=S)N=CN2. Cell line: NCI/ADR-RES. Synergy scores: CSS=-5.01, Synergy_ZIP=-11.8, Synergy_Bliss=-28.6, Synergy_Loewe=-37.3, Synergy_HSA=-28.0.